This data is from Peptide-MHC class II binding affinity with 134,281 pairs from IEDB. The task is: Regression. Given a peptide amino acid sequence and an MHC pseudo amino acid sequence, predict their binding affinity value. This is MHC class II binding data. (1) The peptide sequence is DREVVANVIGLSGDS. The MHC is DRB1_0101 with pseudo-sequence DRB1_0101. The binding affinity (normalized) is 0.346. (2) The peptide sequence is RLGKEFIRCLALPFR. The binding affinity (normalized) is 0.650. The MHC is DRB3_0202 with pseudo-sequence DRB3_0202. (3) The peptide sequence is FWAVRGGGGESFGIV. The MHC is DRB3_0101 with pseudo-sequence DRB3_0101. The binding affinity (normalized) is 0.0749. (4) The peptide sequence is TMLLGMLMICSAA. The MHC is HLA-DQA10102-DQB10602 with pseudo-sequence HLA-DQA10102-DQB10602. The binding affinity (normalized) is 0.358.